From a dataset of Forward reaction prediction with 1.9M reactions from USPTO patents (1976-2016). Predict the product of the given reaction. The product is: [CH3:1][O:2][C:3]([C:5]1[CH:13]=[C:12]2[C:8]([C:9]([CH:26]=[O:27])=[CH:10][N:11]2[CH2:14][CH3:15])=[CH:7][CH:6]=1)=[O:4]. Given the reactants [CH3:1][O:2][C:3]([C:5]1[CH:13]=[C:12]2[C:8]([CH:9]=[CH:10][N:11]2[CH2:14][CH3:15])=[CH:7][CH:6]=1)=[O:4].O=P(Cl)(Cl)Cl.[OH-].[Na+].CN([CH:26]=[O:27])C, predict the reaction product.